Dataset: Reaction yield outcomes from USPTO patents with 853,638 reactions. Task: Predict the reaction yield, written as a fraction of the theoretical maximum amount of product (1.0 means a 100% yield; for example, 0.34 means a 34% yield). (1) The reactants are [C:1]([C:4]1[CH:13]=[C:8]([C:9]([O:11][CH3:12])=[O:10])[C:7]([OH:14])=[CH:6][CH:5]=1)(=[O:3])[CH3:2].N1C=CC=CC=1.[F:21][C:22]([F:35])([F:34])[S:23](O[S:23]([C:22]([F:35])([F:34])[F:21])(=[O:25])=[O:24])(=[O:25])=[O:24]. The catalyst is C(Cl)Cl. The product is [CH3:12][O:11][C:9](=[O:10])[C:8]1[CH:13]=[C:4]([C:1](=[O:3])[CH3:2])[CH:5]=[CH:6][C:7]=1[O:14][S:23]([C:22]([F:35])([F:34])[F:21])(=[O:25])=[O:24]. The yield is 0.960. (2) The reactants are [H-].[Na+].[NH2:3][C:4]1[CH:5]=[C:6]([SH:10])[CH:7]=[CH:8][CH:9]=1.Cl[C:12]1[C:21]2[C:16](=[CH:17][C:18]([O:24][CH2:25][CH3:26])=[C:19]([O:22][CH3:23])[CH:20]=2)[N:15]=[CH:14][N:13]=1. The catalyst is C1COCC1. The product is [CH2:25]([O:24][C:18]1[CH:17]=[C:16]2[C:21]([C:12]([S:10][C:6]3[CH:5]=[C:4]([CH:9]=[CH:8][CH:7]=3)[NH2:3])=[N:13][CH:14]=[N:15]2)=[CH:20][C:19]=1[O:22][CH3:23])[CH3:26]. The yield is 0.900. (3) The reactants are [C:1](OC(=O)C)(=[O:3])[CH3:2].[OH:8][C:9]1[CH:18]=[C:17]([OH:19])[CH:16]=[CH:15][C:10]=1[C:11]([O:13][CH3:14])=[O:12].O. The catalyst is B(F)(F)F.CCOCC. The product is [C:1]([C:16]1[C:17]([OH:19])=[CH:18][C:9]([OH:8])=[C:10]([CH:15]=1)[C:11]([O:13][CH3:14])=[O:12])(=[O:3])[CH3:2]. The yield is 0.420. (4) The reactants are [CH2:1]=[C:2]1[C:7](=[O:8])[CH:6]2[CH2:9][CH2:10][N:3]1[CH2:4][CH2:5]2.C1COCC1. The catalyst is CO.CCOCC.[Pd]. The product is [CH3:1][CH:2]1[C:7](=[O:8])[CH:6]2[CH2:9][CH2:10][N:3]1[CH2:4][CH2:5]2. The yield is 0.900. (5) The reactants are [CH3:1][O:2][C:3](=[O:13])[CH:4]([C:6]1[CH:11]=[CH:10][C:9](Br)=[CH:8][CH:7]=1)[CH3:5].[CH2:14]([O:21][C:22]1[CH:27]=[CH:26][C:25]([NH:28][CH3:29])=[CH:24][CH:23]=1)[C:15]1[CH:20]=[CH:19][CH:18]=[CH:17][CH:16]=1.CC(C1C=C(C(C)C)C(C2C=CC=CC=2P(C2CCCCC2)C2CCCCC2)=C(C(C)C)C=1)C.C([O-])([O-])=O.[Cs+].[Cs+]. The catalyst is C1(C)C=CC=CC=1.CC([O-])=O.CC([O-])=O.[Pd+2]. The product is [CH3:1][O:2][C:3](=[O:13])[CH:4]([C:6]1[CH:11]=[CH:10][C:9]([N:28]([C:25]2[CH:26]=[CH:27][C:22]([O:21][CH2:14][C:15]3[CH:20]=[CH:19][CH:18]=[CH:17][CH:16]=3)=[CH:23][CH:24]=2)[CH3:29])=[CH:8][CH:7]=1)[CH3:5]. The yield is 0.760. (6) The reactants are Br[C:2]1[C:3]([CH2:26][O:27][C:28]2[CH:33]=[CH:32][C:31]([Cl:34])=[C:30]([Cl:35])[CH:29]=2)=[CH:4][C:5]2[O:9][N:8]=[C:7]([N:10]([C:18]([O:20][C:21]([CH3:24])([CH3:23])[CH3:22])=[O:19])[C:11](=[O:17])[O:12][C:13]([CH3:16])([CH3:15])[CH3:14])[C:6]=2[CH:25]=1.[CH3:36][B-](F)(F)F.[K+].[F-].[Cs+]. The catalyst is O1CCOCC1.O.C1C=CC(P(C2C=CC=CC=2)[C-]2C=CC=C2)=CC=1.C1C=CC(P(C2C=CC=CC=2)[C-]2C=CC=C2)=CC=1.Cl[Pd]Cl.[Fe+2]. The product is [C:13]([O:12][C:11]([N:10]([C:7]1[C:6]2[CH:25]=[C:2]([CH3:36])[C:3]([CH2:26][O:27][C:28]3[CH:33]=[CH:32][C:31]([Cl:34])=[C:30]([Cl:35])[CH:29]=3)=[CH:4][C:5]=2[O:9][N:8]=1)[C:18](=[O:19])[O:20][C:21]([CH3:24])([CH3:23])[CH3:22])=[O:17])([CH3:16])([CH3:15])[CH3:14]. The yield is 0.450. (7) The reactants are FC(F)(F)C(O)=O.C(OC(=O)[NH:14][C@@H:15]([CH2:30][N:31]1[CH2:36][C:35](=[O:37])[N:34]([C:38]2[CH:43]=[C:42]([F:44])[CH:41]=[CH:40][C:39]=2[Cl:45])[CH2:33][C:32]1([CH3:47])[CH3:46])[C@@H:16]([OH:29])[CH2:17][C@H:18]([C:22](=[O:28])[NH:23][CH2:24][CH2:25][CH2:26][CH3:27])[CH:19]([CH3:21])[CH3:20])(C)(C)C.[C:49]([OH:56])(=[O:55])/[CH:50]=[CH:51]/[C:52]([OH:54])=[O:53].C(NC(=O)[C@H](C(C)C)C[C@H](O)[C@@H](N)CN1CC(=O)N(C2C=C(F)C=CC=2Cl)CC1(C)C)CCC. The catalyst is C(Cl)Cl.CO. The product is [C:49]([OH:56])(=[O:55])/[CH:50]=[CH:51]/[C:52]([OH:54])=[O:53].[CH2:24]([NH:23][C:22](=[O:28])[C@H:18]([CH:19]([CH3:21])[CH3:20])[CH2:17][C@H:16]([OH:29])[C@@H:15]([NH2:14])[CH2:30][N:31]1[CH2:36][C:35](=[O:37])[N:34]([C:38]2[CH:43]=[C:42]([F:44])[CH:41]=[CH:40][C:39]=2[Cl:45])[CH2:33][C:32]1([CH3:46])[CH3:47])[CH2:25][CH2:26][CH3:27]. The yield is 0.870. (8) The reactants are [Cl:1][C:2]1[CH:7]=[CH:6][C:5]([OH:8])=[C:4]([I:9])[CH:3]=1.C(=O)([O-])[O-].[K+].[K+].[CH2:16](Br)[CH:17]=[CH:18][CH3:19]. The catalyst is CN(C=O)C. The product is [Cl:1][C:2]1[CH:7]=[CH:6][C:5]([O:8][CH2:16][CH:17]=[CH:18][CH3:19])=[C:4]([I:9])[CH:3]=1. The yield is 0.940. (9) The reactants are [NH:1]1[C:9]2[CH:8]=[CH:7][N:6]=[CH:5][C:4]=2[CH2:3][C:2]1=[O:10].[Cl:11][C:12]1[C:13]([F:20])=[C:14]([CH:17]=[CH:18][CH:19]=1)[CH:15]=O.N1CCCCC1. The catalyst is CO. The product is [Cl:11][C:12]1[C:13]([F:20])=[C:14]([CH:17]=[CH:18][CH:19]=1)/[CH:15]=[C:3]1\[C:2](=[O:10])[NH:1][C:9]2[CH:8]=[CH:7][N:6]=[CH:5][C:4]\1=2. The yield is 0.670.